Task: Predict which catalyst facilitates the given reaction.. Dataset: Catalyst prediction with 721,799 reactions and 888 catalyst types from USPTO (1) Reactant: C([O:3][C:4]([C:6]1[N:7]=[C:8]2[C:13]([C:14]([F:17])([F:16])[F:15])=[CH:12][C:11]([Br:18])=[CH:10][N:9]2[CH:19]=1)=[O:5])C.Cl. Product: [Br:18][C:11]1[CH:12]=[C:13]([C:14]([F:16])([F:17])[F:15])[C:8]2[N:9]([CH:19]=[C:6]([C:4]([OH:5])=[O:3])[N:7]=2)[CH:10]=1. The catalyst class is: 10. (2) Reactant: [CH3:1][NH:2][C:3]1[N:10]=[CH:9][CH:8]=[CH:7][C:4]=1[CH:5]=O.[C:11](OC)(=[O:17])[CH2:12][C:13]([O:15][CH3:16])=[O:14].N1CCCCC1. Product: [CH3:1][N:2]1[C:3]2[C:4](=[CH:7][CH:8]=[CH:9][N:10]=2)[CH:5]=[C:12]([C:13]([O:15][CH3:16])=[O:14])[C:11]1=[O:17]. The catalyst class is: 5. (3) The catalyst class is: 83. Product: [CH:1]1([C:7]2[C:8]3[S:33][C:32]([C:34]([O:36][CH3:37])=[O:35])=[CH:31][C:9]=3[NH:10][C:11]=2[C:12]2[CH:17]=[CH:16][CH:15]=[C:14]([N+:18]([O-:20])=[O:19])[C:13]=2[O:21][CH2:22][CH2:23][OH:24])[CH2:6][CH2:5][CH2:4][CH2:3][CH2:2]1. Reactant: [CH:1]1([C:7]2[C:8]3[S:33][C:32]([C:34]([O:36][CH3:37])=[O:35])=[CH:31][C:9]=3[NH:10][C:11]=2[C:12]2[CH:17]=[CH:16][CH:15]=[C:14]([N+:18]([O-:20])=[O:19])[C:13]=2[O:21][CH2:22][CH2:23][O:24]C2CCCCO2)[CH2:6][CH2:5][CH2:4][CH2:3][CH2:2]1.Cl.O.